From a dataset of Forward reaction prediction with 1.9M reactions from USPTO patents (1976-2016). Predict the product of the given reaction. (1) Given the reactants B(Br)(Br)Br.C([O:12][CH2:13][C:14]([N:16]1[CH2:21][CH2:20][CH2:19][C:18]2[S:22][C:23]([C:25]3[CH:30]=[CH:29][C:28]([O:31][C@H:32]4[CH2:35][C@H:34]([N:36]5[CH2:41][CH2:40][CH2:39][CH2:38][CH2:37]5)[CH2:33]4)=[CH:27][CH:26]=3)=[N:24][C:17]1=2)=[O:15])C1C=CC=CC=1.O, predict the reaction product. The product is: [O:15]=[C:14]([N:16]1[CH2:21][CH2:20][CH2:19][C:18]2[S:22][C:23]([C:25]3[CH:26]=[CH:27][C:28]([O:31][C@H:32]4[CH2:35][C@H:34]([N:36]5[CH2:37][CH2:38][CH2:39][CH2:40][CH2:41]5)[CH2:33]4)=[CH:29][CH:30]=3)=[N:24][C:17]1=2)[CH2:13][OH:12]. (2) Given the reactants [CH2:1]([N:3]([CH2:36][CH3:37])[C:4]([CH:6]1[C:18]2[C:17]3[C:12](=[CH:13][CH:14]=[CH:15][CH:16]=3)[N:11]([CH2:19][CH2:20]OS(C3C=CC(C)=CC=3)(=O)=O)[C:10]=2[C:9]2[CH:32]=[CH:33][CH:34]=[CH:35][C:8]=2[S:7]1)=[O:5])[CH3:2].[F-:38].C([N+](CCCC)(CCCC)CCCC)CCC, predict the reaction product. The product is: [CH2:1]([N:3]([CH2:36][CH3:37])[C:4]([CH:6]1[C:18]2[C:17]3[C:12](=[CH:13][CH:14]=[CH:15][CH:16]=3)[N:11]([CH2:19][CH2:20][F:38])[C:10]=2[C:9]2[CH:32]=[CH:33][CH:34]=[CH:35][C:8]=2[S:7]1)=[O:5])[CH3:2]. (3) Given the reactants [CH3:1][O:2][N:3]=[C:4]([C:11]1[CH:16]=[CH:15][C:14]([O:17][CH3:18])=[CH:13][CH:12]=1)[CH2:5][C:6]([O:8]CC)=[O:7].[OH-].[Li+], predict the reaction product. The product is: [CH3:1][O:2][N:3]=[C:4]([C:11]1[CH:12]=[CH:13][C:14]([O:17][CH3:18])=[CH:15][CH:16]=1)[CH2:5][C:6]([OH:8])=[O:7]. (4) Given the reactants [O:1]1[CH2:6][CH2:5][CH2:4][CH2:3][CH:2]1[CH2:7][O:8][C:9]1[N:14]=[N:13][C:12]([CH2:15][CH2:16][C:17]2[CH:24]=[CH:23][C:20]([CH:21]=O)=[CH:19][CH:18]=2)=[CH:11][CH:10]=1.[OH:25][CH:26]1[CH2:31][CH2:30][NH:29][CH2:28][CH2:27]1, predict the reaction product. The product is: [O:1]1[CH2:6][CH2:5][CH2:4][CH2:3][CH:2]1[CH2:7][O:8][C:9]1[N:14]=[N:13][C:12]([CH2:15][CH2:16][C:17]2[CH:24]=[CH:23][C:20]([CH2:21][N:29]3[CH2:30][CH2:31][CH:26]([OH:25])[CH2:27][CH2:28]3)=[CH:19][CH:18]=2)=[CH:11][CH:10]=1. (5) Given the reactants Br[C:2]1[CH:3]=[N:4][N:5]([CH3:23])[C:6]=1[CH2:7][N:8]1[CH2:12][CH:11]([C:13]2[CH:18]=[C:17]([F:19])[CH:16]=[C:15]([F:20])[C:14]=2[F:21])[CH2:10][C:9]1=[O:22], predict the reaction product. The product is: [CH3:23][N:5]1[C:6]([CH2:7][N:8]2[CH2:12][CH:11]([C:13]3[CH:18]=[C:17]([F:19])[CH:16]=[C:15]([F:20])[C:14]=3[F:21])[CH2:10][C:9]2=[O:22])=[CH:2][CH:3]=[N:4]1. (6) Given the reactants C1C2C(COC([NH:18][C@@H:19]([CH2:42][S:43][CH2:44][C@H:45]([O:60][CH2:61][CH2:62][CH2:63][CH2:64][CH2:65][CH2:66][CH2:67][CH2:68][CH2:69][CH2:70][CH2:71][CH3:72])[CH2:46][O:47][CH2:48][CH2:49][CH2:50][CH2:51][CH2:52][CH2:53][CH2:54][CH2:55][CH2:56][CH2:57][CH2:58][CH3:59])[C:20](=[O:41])[NH:21][CH2:22][CH2:23][O:24][CH2:25][CH2:26][O:27][CH2:28][CH2:29][O:30][CH2:31][CH2:32][P:33](=[O:40])([O:37][CH2:38][CH3:39])[O:34][CH2:35][CH3:36])=O)C3C(=CC=CC=3)C=2C=CC=1.N1CCCCC1.C1(C)C=CC=CC=1, predict the reaction product. The product is: [NH2:18][C@@H:19]([CH2:42][S:43][CH2:44][C@H:45]([O:60][CH2:61][CH2:62][CH2:63][CH2:64][CH2:65][CH2:66][CH2:67][CH2:68][CH2:69][CH2:70][CH2:71][CH3:72])[CH2:46][O:47][CH2:48][CH2:49][CH2:50][CH2:51][CH2:52][CH2:53][CH2:54][CH2:55][CH2:56][CH2:57][CH2:58][CH3:59])[C:20](=[O:41])[NH:21][CH2:22][CH2:23][O:24][CH2:25][CH2:26][O:27][CH2:28][CH2:29][O:30][CH2:31][CH2:32][P:33](=[O:40])([O:37][CH2:38][CH3:39])[O:34][CH2:35][CH3:36].